The task is: Predict the product of the given reaction.. This data is from Forward reaction prediction with 1.9M reactions from USPTO patents (1976-2016). (1) Given the reactants [C:1](Cl)(=[O:3])[CH3:2].[NH2:5][C@@H:6]1[CH2:11][CH2:10][C@H:9]([CH2:12][N:13]2[C:17]3=[N:18][C:19]([NH:22][C:23]4[CH:24]=[CH:25][C:26]([CH3:33])=[C:27]([S:29]([NH2:32])(=[O:31])=[O:30])[CH:28]=4)=[N:20][CH:21]=[C:16]3[CH:15]=[N:14]2)[CH2:8][CH2:7]1, predict the reaction product. The product is: [CH3:33][C:26]1[CH:25]=[CH:24][C:23]([NH:22][C:19]2[N:18]=[C:17]3[N:13]([CH2:12][C@@H:9]4[CH2:8][CH2:7][C@H:6]([NH:5][C:1](=[O:3])[CH3:2])[CH2:11][CH2:10]4)[N:14]=[CH:15][C:16]3=[CH:21][N:20]=2)=[CH:28][C:27]=1[S:29](=[O:31])(=[O:30])[NH2:32]. (2) Given the reactants [CH2:1]([C@H:7]1[CH2:16][CH2:15][C:14]2[CH:13]=[C:12]([C@H:17]3[CH2:26][CH2:25][C@@:19]4([NH:23]C(=O)[O:21][CH2:20]4)[CH2:18]3)[CH:11]=[CH:10][C:9]=2[CH2:8]1)[CH2:2][CH2:3][CH2:4][CH:5]=[CH2:6].[CH3:27][OH:28], predict the reaction product. The product is: [NH2:23][C@:19]1([CH2:20][OH:21])[CH2:25][CH2:26][C@H:17]([C:12]2[CH:11]=[CH:10][C:9]3[CH2:8][C@@H:7]([CH2:1][CH2:2][CH2:3][CH2:4][CH:5]([O:28][CH3:27])[CH3:6])[CH2:16][CH2:15][C:14]=3[CH:13]=2)[CH2:18]1. (3) The product is: [C:1]12([NH:11][CH2:17][C:16]3[CH:19]=[CH:20][C:13]([Cl:12])=[CH:14][C:15]=3[OH:21])[CH2:8][CH:7]3[CH2:6][CH:5]([CH2:4][CH:3]([CH2:9]3)[CH2:2]1)[CH2:10]2. Given the reactants [C:1]12([NH2:11])[CH2:10][CH:5]3[CH2:6][CH:7]([CH2:9][CH:3]([CH2:4]3)[CH2:2]1)[CH2:8]2.[Cl:12][C:13]1[CH:20]=[CH:19][C:16]([CH:17]=O)=[C:15]([OH:21])[CH:14]=1, predict the reaction product. (4) Given the reactants C(OC([N:8]1[CH2:13][CH2:12][CH:11]([CH2:14][CH2:15][C:16](=[O:28])[N:17]([C:20]2[CH:25]=[CH:24][C:23]([Cl:26])=[C:22]([Cl:27])[CH:21]=2)[CH2:18][CH3:19])[CH2:10][CH2:9]1)=O)(C)(C)C.C1(C)C=CC=CC=1.[C:36]([OH:43])(=[O:42])/[CH:37]=[CH:38]/[C:39]([OH:41])=[O:40], predict the reaction product. The product is: [C:36]([OH:43])(=[O:42])/[CH:37]=[CH:38]/[C:39]([OH:41])=[O:40].[Cl:27][C:22]1[CH:21]=[C:20]([N:17]([CH2:18][CH3:19])[C:16](=[O:28])[CH2:15][CH2:14][CH:11]2[CH2:10][CH2:9][NH:8][CH2:13][CH2:12]2)[CH:25]=[CH:24][C:23]=1[Cl:26].